This data is from Reaction yield outcomes from USPTO patents with 853,638 reactions. The task is: Predict the reaction yield, written as a fraction of the theoretical maximum amount of product (1.0 means a 100% yield; for example, 0.34 means a 34% yield). (1) The reactants are [CH:1]1([NH:4][C:5]([NH:7][C:8]2[CH:13]=[CH:12][C:11]([O:14][C:15]3[CH:20]=[CH:19][N:18]=[C:17]4[CH:21]=[C:22]([C:24]5[CH:25]=[N:26][C:27]([CH:30]=O)=[CH:28][CH:29]=5)[S:23][C:16]=34)=[C:10]([F:32])[CH:9]=2)=[O:6])[CH2:3][CH2:2]1.CC(O)=O.[NH2:37][CH2:38][CH2:39][CH2:40][C:41]([OH:43])=O.C(O[BH-](OC(=O)C)OC(=O)C)(=O)C.[Na+]. The catalyst is CN(C=O)C.O. The product is [CH:1]1([NH:4][C:5]([NH:7][C:8]2[CH:13]=[CH:12][C:11]([O:14][C:15]3[CH:20]=[CH:19][N:18]=[C:17]4[CH:21]=[C:22]([C:24]5[CH:25]=[N:26][C:27]([CH2:30][N:37]6[CH2:38][CH2:39][CH2:40][C:41]6=[O:43])=[CH:28][CH:29]=5)[S:23][C:16]=34)=[C:10]([F:32])[CH:9]=2)=[O:6])[CH2:3][CH2:2]1. The yield is 0.0300. (2) The reactants are Cl[C:2]([O:4][C:5]1[CH:10]=[CH:9][CH:8]=[CH:7][CH:6]=1)=[O:3].C(=O)([O-])[O-].[K+].[K+].Cl.[C:18]([C:22]1[CH:26]=[C:25]([NH2:27])[N:24]([CH:28]([CH3:30])[CH3:29])[N:23]=1)([CH3:21])([CH3:20])[CH3:19].C(N(CC)C(C)C)(C)C. The catalyst is C(Cl)Cl. The product is [C:18]([C:22]1[CH:26]=[C:25]([NH:27][C:2](=[O:3])[O:4][C:5]2[CH:10]=[CH:9][CH:8]=[CH:7][CH:6]=2)[N:24]([CH:28]([CH3:30])[CH3:29])[N:23]=1)([CH3:21])([CH3:19])[CH3:20]. The yield is 1.00. (3) The reactants are [C:1]([O:5][C:6](=[O:31])[NH:7][CH:8]([C:10](=[O:30])[NH:11][C:12]1[CH:17]=[CH:16][CH:15]=[C:14]([Cl:18])[C:13]=1[C:19](=O)[NH:20][C:21]1[CH:26]=[C:25]([F:27])[CH:24]=[C:23]([F:28])[CH:22]=1)[CH3:9])([CH3:4])([CH3:3])[CH3:2].C(N(CC)C(C)C)(C)C.C1(P(C2C=CC=CC=2)C2C=CC=CC=2)C=CC=CC=1.II. The catalyst is C(Cl)Cl. The product is [C:1]([O:5][C:6](=[O:31])[NH:7][CH:8]([C:10]1[O:30][C:19](=[N:20][C:21]2[CH:26]=[C:25]([F:27])[CH:24]=[C:23]([F:28])[CH:22]=2)[C:13]2[C:14]([Cl:18])=[CH:15][CH:16]=[CH:17][C:12]=2[N:11]=1)[CH3:9])([CH3:4])([CH3:3])[CH3:2]. The yield is 0.520. (4) The reactants are [Br:1][C:2]1[CH:10]=[CH:9][C:5]([C:6]([OH:8])=[O:7])=[C:4]([F:11])[CH:3]=1.S(=O)(=O)(O)O.[CH3:17]O. No catalyst specified. The product is [Br:1][C:2]1[CH:10]=[CH:9][C:5]([C:6]([O:8][CH3:17])=[O:7])=[C:4]([F:11])[CH:3]=1. The yield is 0.960. (5) The reactants are [OH:1][N:2]=[C:3](Cl)[C:4]1[CH:9]=[CH:8][CH:7]=[CH:6][CH:5]=1.[CH2:11]([O:13][C:14](=[O:20])[C:15]#[C:16][CH:17]1[CH2:19][CH2:18]1)[CH3:12].C(N(CC)CC)C. The catalyst is C(OCC)C.C(OC)(C)(C)C.O. The product is [CH2:11]([O:13][C:14]([C:15]1[C:3]([C:4]2[CH:9]=[CH:8][CH:7]=[CH:6][CH:5]=2)=[N:2][O:1][C:16]=1[CH:17]1[CH2:19][CH2:18]1)=[O:20])[CH3:12]. The yield is 0.500.